Task: Predict which catalyst facilitates the given reaction.. Dataset: Catalyst prediction with 721,799 reactions and 888 catalyst types from USPTO Reactant: [CH2:1]([O:8][C:9]1[C:14](=[O:15])[CH:13]=[CH:12][NH:11][C:10]=1[CH3:16])[C:2]1[CH:7]=[CH:6][CH:5]=[CH:4][CH:3]=1.C(=O)([O-])[O-].[K+].[K+].[C:23]([CH:27](OC)[OH:28])([F:26])([F:25])[F:24].ClCCl. Product: [CH2:1]([O:8][C:9]1[C:14](=[O:15])[C:13]([CH:27]([OH:28])[C:23]([F:26])([F:25])[F:24])=[CH:12][NH:11][C:10]=1[CH3:16])[C:2]1[CH:3]=[CH:4][CH:5]=[CH:6][CH:7]=1. The catalyst class is: 6.